This data is from Peptide-MHC class II binding affinity with 134,281 pairs from IEDB. The task is: Regression. Given a peptide amino acid sequence and an MHC pseudo amino acid sequence, predict their binding affinity value. This is MHC class II binding data. (1) The binding affinity (normalized) is 0.550. The peptide sequence is HYKGSSFHRVIPGFM. The MHC is DRB5_0101 with pseudo-sequence DRB5_0101. (2) The peptide sequence is KMIGGIGGFIKVRQYDQILI. The MHC is HLA-DQA10101-DQB10501 with pseudo-sequence HLA-DQA10101-DQB10501. The binding affinity (normalized) is 0.404. (3) The peptide sequence is EKVDAAFKVAATAAN. The MHC is HLA-DPA10201-DPB10101 with pseudo-sequence HLA-DPA10201-DPB10101. The binding affinity (normalized) is 0.134. (4) The peptide sequence is SDADEADLDEILLDG. The MHC is DRB1_0101 with pseudo-sequence DRB1_0101. The binding affinity (normalized) is 0.406. (5) The peptide sequence is AEDVIPEGWKADTSY. The MHC is HLA-DQA10102-DQB10602 with pseudo-sequence HLA-DQA10102-DQB10602. The binding affinity (normalized) is 0. (6) The peptide sequence is ETADELAALLAAVQA. The MHC is HLA-DPA10201-DPB10501 with pseudo-sequence HLA-DPA10201-DPB10501. The binding affinity (normalized) is 0. (7) The peptide sequence is LLNAKFFHMNIYECK. The MHC is DRB1_1302 with pseudo-sequence DRB1_1302. The binding affinity (normalized) is 0.395. (8) The peptide sequence is ERFALNPSLLETTEGCQQI. The MHC is DRB1_0802 with pseudo-sequence DRB1_0802. The binding affinity (normalized) is 0. (9) The peptide sequence is GGACGYKDVDKPPFS. The MHC is DRB5_0101 with pseudo-sequence DRB5_0101. The binding affinity (normalized) is 0.139.